This data is from Reaction yield outcomes from USPTO patents with 853,638 reactions. The task is: Predict the reaction yield, written as a fraction of the theoretical maximum amount of product (1.0 means a 100% yield; for example, 0.34 means a 34% yield). (1) The reactants are [CH3:1][O:2][C:3]1[CH:8]=[C:7]([O:9][C:10]2[CH:11]=[C:12]([NH:17][CH3:18])[C:13]([NH2:16])=[CH:14][CH:15]=2)[CH:6]=[C:5]([CH3:19])[N:4]=1.[CH3:20][O:21][C:22]([C:24]1[CH:25]=[C:26]([CH:32]=[CH:33][CH:34]=1)[O:27][CH2:28][C:29](O)=[O:30])=[O:23].C(N(CC)CC)C.C(Cl)(=O)C(C)(C)C. The catalyst is ClCCl. The product is [CH3:1][O:2][C:3]1[CH:8]=[C:7]([O:9][C:10]2[CH:15]=[CH:14][C:13]([NH:16][C:29](=[O:30])[CH2:28][O:27][C:26]3[CH:25]=[C:24]([CH:34]=[CH:33][CH:32]=3)[C:22]([O:21][CH3:20])=[O:23])=[C:12]([NH:17][CH3:18])[CH:11]=2)[CH:6]=[C:5]([CH3:19])[N:4]=1. The yield is 0.640. (2) The product is [CH3:18][O:17][C:12]1[CH:13]=[CH:14][CH:15]=[CH:16][C:11]=1[NH:9][C:1](=[O:8])[C:2]1[CH:7]=[CH:6][CH:5]=[CH:4][CH:3]=1. The reactants are [C:1]([NH2:9])(=[O:8])[C:2]1[CH:7]=[CH:6][CH:5]=[CH:4][CH:3]=1.I[C:11]1[CH:16]=[CH:15][CH:14]=[CH:13][C:12]=1[O:17][CH3:18]. The yield is 0.210. No catalyst specified.